This data is from Forward reaction prediction with 1.9M reactions from USPTO patents (1976-2016). The task is: Predict the product of the given reaction. (1) Given the reactants [CH3:1][C@@H:2]([NH:13][CH2:14][CH2:15][CH2:16][C:17]1[CH:18]=[CH:19][CH:20]=[C:21]([C:23]([F:26])([F:25])[F:24])[CH:22]=1)[C:3]1[CH:4]=[CH:5][CH:6]=[C:7]2[CH:12]=[CH:11][CH:10]=[CH:9][C:8]=12.C(O)(=O)C.C[Si](C)(C)[Cl:33], predict the reaction product. The product is: [CH3:1][C@@H:2]([NH:13][CH2:14][CH2:15][CH2:16][C:17]1[CH:18]=[CH:19][CH:20]=[C:21]([C:23]([F:24])([F:25])[F:26])[CH:22]=1)[C:3]1[CH:4]=[CH:5][CH:6]=[C:7]2[CH:12]=[CH:11][CH:10]=[CH:9][C:8]=12.[ClH:33]. (2) Given the reactants [NH2:1][C:2]1[C:7]([CH3:8])=[CH:6][CH:5]=[CH:4][N:3]=1.[C:9](Cl)(Cl)=[S:10].C(N(CC)CC)C.[CH3:20][O:21][C:22]([O:31][CH3:32])([C:25]1[CH:30]=[CH:29][N:28]=[CH:27][CH:26]=1)[CH2:23][NH2:24], predict the reaction product. The product is: [CH3:20][O:21][C:22]([O:31][CH3:32])([C:25]1[CH:26]=[CH:27][N:28]=[CH:29][CH:30]=1)[CH2:23][NH:24][C:9]([NH:1][C:2]1[C:7]([CH3:8])=[CH:6][CH:5]=[CH:4][N:3]=1)=[S:10]. (3) Given the reactants [Br:1][C:2]1[CH:11]=[N:10][C:9]2[N:8]([C:12](=[O:14])[CH3:13])[C@@H:7]([CH3:15])[CH2:6][N:5](S(C3C=CC(C)=CC=3)(=O)=O)[C:4]=2[CH:3]=1.S(=O)(=O)(O)O, predict the reaction product. The product is: [Br:1][C:2]1[CH:11]=[N:10][C:9]2[N:8]([C:12](=[O:14])[CH3:13])[C@@H:7]([CH3:15])[CH2:6][NH:5][C:4]=2[CH:3]=1. (4) Given the reactants [NH2:1][C:2]1[CH:10]=[C:9]([O:11][CH3:12])[CH:8]=[CH:7][C:3]=1[C:4]([OH:6])=[O:5].[C:13](Cl)(=O)[C:14]1[CH:19]=[CH:18][CH:17]=[CH:16][CH:15]=1, predict the reaction product. The product is: [CH3:12][O:11][C:9]1[CH:8]=[CH:7][C:3]2[C:4](=[O:6])[O:5][C:13]([C:14]3[CH:19]=[CH:18][CH:17]=[CH:16][CH:15]=3)=[N:1][C:2]=2[CH:10]=1. (5) Given the reactants [Br:1][C:2]1[CH:7]=[CH:6][C:5]([N:8]2[C:12](=[O:13])[NH:11][N:10]=[N:9]2)=[CH:4][CH:3]=1.[CH3:14][Si:15]([CH2:18][CH2:19][O:20][CH2:21]Cl)([CH3:17])[CH3:16], predict the reaction product. The product is: [Br:1][C:2]1[CH:3]=[CH:4][C:5]([N:8]2[C:12](=[O:13])[N:11]([CH2:21][O:20][CH2:19][CH2:18][Si:15]([CH3:17])([CH3:16])[CH3:14])[N:10]=[N:9]2)=[CH:6][CH:7]=1. (6) Given the reactants [Cl:1][C:2]1[N:3]=[CH:4][C:5]([C:9]([O:11]C)=[O:10])=[N:6][C:7]=1[CH3:8].C[Si](C)(C)[O-].[K+].Cl, predict the reaction product. The product is: [Cl:1][C:2]1[N:3]=[CH:4][C:5]([C:9]([OH:11])=[O:10])=[N:6][C:7]=1[CH3:8]. (7) Given the reactants [CH:1]([C:4]1[CH:9]=[CH:8][C:7]([NH:10][C:11]([CH:13]2[C:22]3[C:17](=[CH:18][CH:19]=[CH:20][CH:21]=3)[CH2:16][CH2:15][CH2:14]2)=[O:12])=[CH:6][CH:5]=1)([CH3:3])[CH3:2].[O:23]1[CH2:28][CH2:27][CH2:26][CH2:25][CH:24]1[O:29][CH2:30][CH2:31][CH2:32]Br, predict the reaction product. The product is: [CH:1]([C:4]1[CH:9]=[CH:8][C:7]([N:10]([CH2:32][CH2:31][CH2:30][O:29][CH:24]2[CH2:25][CH2:26][CH2:27][CH2:28][O:23]2)[C:11]([CH:13]2[C:22]3[C:17](=[CH:18][CH:19]=[CH:20][CH:21]=3)[CH2:16][CH2:15][CH2:14]2)=[O:12])=[CH:6][CH:5]=1)([CH3:3])[CH3:2].